The task is: Predict the reaction yield, written as a fraction of the theoretical maximum amount of product (1.0 means a 100% yield; for example, 0.34 means a 34% yield).. This data is from Reaction yield outcomes from USPTO patents with 853,638 reactions. (1) The reactants are Br[C:2]1[CH:7]=[CH:6][C:5]([C:8]([CH3:12])([CH3:11])[CH2:9][OH:10])=[C:4]([O:13][CH3:14])[CH:3]=1.[Cl:15][C:16]1[CH:24]=[C:23]2[C:19]([C:20]([C:25]([O:27][CH3:28])=[O:26])=[CH:21][NH:22]2)=[CH:18][C:17]=1B1OCC(C)(C)CO1.C(=O)([O-])[O-].[K+].[K+].C1(C)C=CC=CC=1. The catalyst is C1C=CC(P(C2C=CC=CC=2)[C-]2C=CC=C2)=CC=1.C1C=CC(P(C2C=CC=CC=2)[C-]2C=CC=C2)=CC=1.Cl[Pd]Cl.[Fe+2].C1COCC1.O.C(O)C. The product is [Cl:15][C:16]1[CH:24]=[C:23]2[C:19]([C:20]([C:25]([O:27][CH3:28])=[O:26])=[CH:21][NH:22]2)=[CH:18][C:17]=1[C:2]1[CH:7]=[CH:6][C:5]([C:8]([CH3:12])([CH3:11])[CH2:9][OH:10])=[C:4]([O:13][CH3:14])[CH:3]=1. The yield is 0.560. (2) The reactants are Cl[C:2]1[CH:7]=[C:6]([N:8]2[CH2:13][CH2:12][O:11][CH2:10][CH2:9]2)[N:5]=[C:4]([CH2:14][CH2:15][CH2:16][C:17]2[CH:22]=[CH:21][C:20]([O:23][CH3:24])=[C:19]([O:25][CH3:26])[CH:18]=2)[N:3]=1.[NH2:27][NH2:28]. The product is [CH3:26][O:25][C:19]1[CH:18]=[C:17]([CH2:16][CH2:15][CH2:14][C:4]2[N:3]=[C:2]([NH:27][NH2:28])[CH:7]=[C:6]([N:8]3[CH2:13][CH2:12][O:11][CH2:10][CH2:9]3)[N:5]=2)[CH:22]=[CH:21][C:20]=1[O:23][CH3:24]. The yield is 0.890. No catalyst specified. (3) The yield is 0.790. The catalyst is CCOC(C)=O. The product is [ClH:15].[NH2:19][C@@H:16]([C:11]1[C:10]([F:26])=[C:9]([C:14]([Cl:15])=[CH:13][CH:12]=1)[O:8][C:5]1[N:6]=[CH:7][C:2]([NH2:1])=[CH:3][N:4]=1)[CH2:17][CH3:18]. The reactants are [NH2:1][C:2]1[CH:3]=[N:4][C:5]([O:8][C:9]2[C:10]([F:26])=[C:11]([C@H:16]([NH:19][S@@](C(C)(C)C)=O)[CH2:17][CH3:18])[CH:12]=[CH:13][C:14]=2[Cl:15])=[N:6][CH:7]=1.Cl.